Dataset: Reaction yield outcomes from USPTO patents with 853,638 reactions. Task: Predict the reaction yield, written as a fraction of the theoretical maximum amount of product (1.0 means a 100% yield; for example, 0.34 means a 34% yield). (1) The reactants are Br[C:2]1[CH:10]=[C:9]2[C:5]([CH:6]=[N:7][N:8]2[CH2:11][CH:12]([CH3:14])[CH3:13])=[CH:4][C:3]=1[O:15][C:16]1[CH:21]=[CH:20][C:19]([F:22])=[CH:18][C:17]=1[F:23].C[C:25]([N:27](C)C)=O. No catalyst specified. The product is [F:23][C:17]1[CH:18]=[C:19]([F:22])[CH:20]=[CH:21][C:16]=1[O:15][C:3]1[CH:4]=[C:5]2[C:9](=[CH:10][C:2]=1[C:25]#[N:27])[N:8]([CH2:11][CH:12]([CH3:14])[CH3:13])[N:7]=[CH:6]2. The yield is 0.950. (2) The reactants are [CH2:1]([N:8]1[C:12]2[CH:13]=[C:14]3[C:18](=[CH:19][C:11]=2[NH:10][C:9]1=[O:20])[NH:17][N:16]=[CH:15]3)[C:2]1[CH:7]=[CH:6][CH:5]=[CH:4][CH:3]=1.[OH-].[K+].C1C(=O)N([I:30])C(=O)C1. The catalyst is CN(C=O)C. The product is [CH2:1]([N:8]1[C:12]2[CH:13]=[C:14]3[C:18](=[CH:19][C:11]=2[NH:10][C:9]1=[O:20])[NH:17][N:16]=[C:15]3[I:30])[C:2]1[CH:3]=[CH:4][CH:5]=[CH:6][CH:7]=1. The yield is 0.750. (3) The reactants are Br[C:2]1[C:6]2[C:7](=[O:11])[NH:8][CH2:9][CH2:10][C:5]=2[S:4][CH:3]=1.[F:12][C:13]1[CH:18]=[CH:17][C:16](B(O)O)=[CH:15][CH:14]=1.C1(C)C=CC=CC=1. The catalyst is C1C=CC([P]([Pd]([P](C2C=CC=CC=2)(C2C=CC=CC=2)C2C=CC=CC=2)([P](C2C=CC=CC=2)(C2C=CC=CC=2)C2C=CC=CC=2)[P](C2C=CC=CC=2)(C2C=CC=CC=2)C2C=CC=CC=2)(C2C=CC=CC=2)C2C=CC=CC=2)=CC=1.O. The product is [F:12][C:13]1[CH:18]=[CH:17][C:16]([C:2]2[C:6]3[C:7](=[O:11])[NH:8][CH2:9][CH2:10][C:5]=3[S:4][CH:3]=2)=[CH:15][CH:14]=1. The yield is 0.470. (4) The catalyst is C(Cl)Cl.[O-2].[Mn+4].[O-2]. The yield is 0.990. The product is [CH2:1]([C:4]1[C:9]([O:10][CH3:11])=[CH:8][CH:7]=[CH:6][C:5]=1[C:12](=[O:35])[C:13]#[C:14][CH2:15][CH2:16][C@@H:17]([O:27][Si:28]([C:31]([CH3:34])([CH3:33])[CH3:32])([CH3:29])[CH3:30])[CH2:18][O:19][Si:20]([C:23]([CH3:26])([CH3:25])[CH3:24])([CH3:21])[CH3:22])[CH:2]=[CH2:3]. The reactants are [CH2:1]([C:4]1[C:9]([O:10][CH3:11])=[CH:8][CH:7]=[CH:6][C:5]=1[CH:12]([OH:35])[C:13]#[C:14][CH2:15][CH2:16][C@@H:17]([O:27][Si:28]([C:31]([CH3:34])([CH3:33])[CH3:32])([CH3:30])[CH3:29])[CH2:18][O:19][Si:20]([C:23]([CH3:26])([CH3:25])[CH3:24])([CH3:22])[CH3:21])[CH:2]=[CH2:3]. (5) The product is [F:1][C:2]([F:7])([F:6])[C:3]([OH:5])=[O:4].[F:8][C:9]([F:14])([F:13])[C:10]([OH:12])=[O:11].[Cl:22][C:23]1[CH:24]=[N:25][C:26]2[NH:27][C:28]3[CH:29]=[N:30][CH:31]=[C:32]([CH:54]=3)[CH2:33][CH2:34][C:35]3[CH:43]=[C:39]([NH:40][C:41]=1[N:42]=2)[CH:38]=[CH:37][C:36]=3[NH:44][C:45](=[O:53])[CH2:46][CH:47]1[CH2:52][CH2:51][N:50]([C:63]([NH:62][C:58]2[CH:59]=[CH:60][CH:61]=[C:56]([F:55])[CH:57]=2)=[O:64])[CH2:49][CH2:48]1. No catalyst specified. The reactants are [F:1][C:2]([F:7])([F:6])[C:3]([OH:5])=[O:4].[F:8][C:9]([F:14])([F:13])[C:10]([OH:12])=[O:11].FC(F)(F)C(O)=O.[Cl:22][C:23]1[CH:24]=[N:25][C:26]2[NH:27][C:28]3[CH:29]=[N:30][CH:31]=[C:32]([CH:54]=3)[CH2:33][CH2:34][C:35]3[CH:43]=[C:39]([NH:40][C:41]=1[N:42]=2)[CH:38]=[CH:37][C:36]=3[NH:44][C:45](=[O:53])[CH2:46][CH:47]1[CH2:52][CH2:51][NH:50][CH2:49][CH2:48]1.[F:55][C:56]1[CH:61]=[CH:60][CH:59]=[C:58]([N:62]=[C:63]=[O:64])[CH:57]=1. The yield is 0.390. (6) The reactants are Br[C:2]1[CH:7]=[CH:6][C:5]([O:8][CH2:9][CH:10]2[CH2:14][CH2:13][CH2:12][N:11]2[C:15]([O:17][C:18]([CH3:21])([CH3:20])[CH3:19])=[O:16])=[C:4]([F:22])[CH:3]=1.CCN(CC)CC.C1(P(C2C=CC=CC=2)CCCP(C2C=CC=CC=2)C2C=CC=CC=2)C=CC=CC=1. The catalyst is CS(C)=O.CO.CC([O-])=O.CC([O-])=O.[Pd+2]. The product is [C:18]([O:17][C:15]([N:11]1[CH2:12][CH2:13][CH2:14][CH:10]1[CH2:9][O:8][C:5]1[CH:6]=[CH:7][C:2]([C:15]([O:17][CH3:18])=[O:16])=[CH:3][C:4]=1[F:22])=[O:16])([CH3:21])([CH3:20])[CH3:19]. The yield is 0.620. (7) The reactants are [Na].[Br:2][C:3]1[CH:8]=[CH:7][C:6]([C:9]2[N:10]=[C:11]([C:15]([OH:17])=O)[N:12]([CH3:14])[CH:13]=2)=[CH:5][CH:4]=1.CN1CCOCC1.ClC(OCC(C)C)=O.Cl.[CH3:34][NH:35][O:36][CH3:37]. The catalyst is C(Cl)Cl. The product is [Br:2][C:3]1[CH:4]=[CH:5][C:6]([C:9]2[N:10]=[C:11]([C:15]([N:35]([CH3:34])[O:36][CH3:37])=[O:17])[N:12]([CH3:14])[CH:13]=2)=[CH:7][CH:8]=1. The yield is 0.320. (8) The reactants are [Br:1][C:2]1[CH:3]=[CH:4][C:5]([C:8]([OH:11])([CH3:10])[CH3:9])=[N:6][CH:7]=1.[H-].[Na+].[CH3:14]I. The catalyst is CN(C=O)C. The product is [Br:1][C:2]1[CH:3]=[CH:4][C:5]([C:8]([O:11][CH3:14])([CH3:9])[CH3:10])=[N:6][CH:7]=1. The yield is 0.900.